This data is from Reaction yield outcomes from USPTO patents with 853,638 reactions. The task is: Predict the reaction yield, written as a fraction of the theoretical maximum amount of product (1.0 means a 100% yield; for example, 0.34 means a 34% yield). (1) The reactants are [F:1][C:2]1[CH:3]=[CH:4][C:5]([NH:8][NH2:9])=[N:6][CH:7]=1.[CH:10]([N:13]1[CH2:17][CH2:16][CH2:15][C@H:14]1[C:18](O)=[O:19])([CH3:12])[CH3:11].C(Cl)CCl.C1C=CC2N(O)N=NC=2C=1.O. The catalyst is CN(C=O)C. The product is [F:1][C:2]1[CH:3]=[CH:4][C:5]([N:8]([C:18]([C@@H:14]2[CH2:15][CH2:16][CH2:17][N:13]2[CH:10]([CH3:12])[CH3:11])=[O:19])[NH2:9])=[N:6][CH:7]=1. The yield is 0.830. (2) The reactants are Cl.CO[C:4]1[CH:17]=[CH:16][C:7]([C:8](C2CCNCC2)=[O:9])=[CH:6][CH:5]=1.COC([C:22]1[CH:23]=[CH:24][C:25](C(O)=O)=[N:26][CH:27]=1)=O.C(N(CC)CC)C.CN(C(ON1N=NC2C=CC=NC1=2)=[N+](C)C)C.F[P-](F)(F)(F)(F)F. The catalyst is CN(C)C=O. The product is [C:8]([N:26]1[CH2:27][CH2:22][CH2:23][CH2:24][CH2:25]1)(=[O:9])[C:7]1[CH:6]=[CH:5][CH:4]=[CH:17][CH:16]=1. The yield is 0.800. (3) The reactants are [Cl:1][C:2]1[CH:7]=[CH:6][C:5]([N:8]2[CH2:12][CH2:11][C@@H:10]([NH:13]C(=O)OC(C)(C)C)[CH2:9]2)=[C:4]([CH:21]=[O:22])[CH:3]=1.Cl. The catalyst is CO. The product is [NH2:13][C@@H:10]1[CH2:11][CH2:12][N:8]([C:5]2[CH:6]=[CH:7][C:2]([Cl:1])=[CH:3][C:4]=2[CH:21]=[O:22])[CH2:9]1. The yield is 0.990. (4) The reactants are C([O:7][CH2:8][C@@H:9]([C:34]1[CH:39]=[CH:38][C:37]([C:40]([F:43])([F:42])[F:41])=[CH:36][CH:35]=1)[C@H:10]([NH:26][C:27]([O:29][C:30]([CH3:33])([CH3:32])[CH3:31])=[O:28])[CH2:11][N:12]([C:20]1[S:21][C:22]([Br:25])=[CH:23][N:24]=1)[C:13]([O:15][C:16]([CH3:19])([CH3:18])[CH3:17])=[O:14])(=O)C(C)(C)C.[Li+].[B-](CC)(CC)CC. The catalyst is C1COCC1. The product is [C:27]([NH:26][C@H:10]([CH2:11][N:12]([C:20]1[S:21][C:22]([Br:25])=[CH:23][N:24]=1)[C:13]([O:15][C:16]([CH3:17])([CH3:18])[CH3:19])=[O:14])[C@H:9]([C:34]1[CH:39]=[CH:38][C:37]([C:40]([F:41])([F:42])[F:43])=[CH:36][CH:35]=1)[CH2:8][OH:7])([O:29][C:30]([CH3:31])([CH3:32])[CH3:33])=[O:28]. The yield is 0.880.